Dataset: B-cell epitopes from IEDB database with 3,159 antigens for binding position prediction. Task: Token-level Classification. Given an antigen amino acid sequence, predict which amino acid positions are active epitope sites capable of antibody binding. Output is a list of indices for active positions. (1) The epitope positions are: [67, 68, 69, 70, 71, 72, 73, 74, 75, 76, 77, 78, 79, 80]. The amino acids at these positions are: NETIYNTTLKYGDV. Given the antigen sequence: MESRIWCLVVCVNLCIVCLGAAVSSSSTSHATSSTHNGSHTSRTTSAQTRSVYSQHVTSSEAVSHRANETIYNTTLKYGDVVGVNTTKYPYRVCSMAQGTDLIRFERNIICTSMKPINEDLDEGIMVVYKRNIVAHTFKVRVYQKVLTFRRSYAYIYTTYLLGSNTEYVAPPMWEIHHINKFAQCYSSYSRVIGGTVFVAYHRDSYENKTMQLIPDDYSNTHSTRYVTVKDQWHSRGSTWLYRETCNLNCMLTITTARSKYPYHFFATSTGDVVYISPFYNGTNRNASYFGENADKFFIFPNYTIVSDFGRPNAAPETHRLVAFLERADSVISWDIQDEKNVTCQLTFWEASERTIRSEAEDSYHFSSAKMTATFLSKKQEVNMSDSALDCVRDEAINKLQQIFNTSYNQTYEKYGNVSVFETSGGLVVFWQGIKQKSLVELERLANRSSLNITHRTRRSTSDNNTTHLSSMESVHNLVYAQLQFTYDTLRGYINRALAQ..., which amino acid positions are active epitope sites? (2) Given the antigen sequence: MESYDIIANQPVVIDNGSGVIKAGFAGDQIPKYCFPNYVGRPKHMRVMAGALEGDLFIGPKAEEHRGLLTIRYPMEHGVVRDWNDMERIWQYVYSKDQLQTFSEEHPVLLTEAPLNPSKNREKAAEVFFETFNVPALFISMQAVLSLYATGRTTGVVLDSGDGVTHAVPIYEGFAMPHSIMRVDIAGRDVSRYLRLLLRKEGVDFHTSAEFEVVRTIKERACYLSINPQKDEALETEKVQYTLPDGSTLDVGPARFRAPELLFQPDLVGDESEGLHEVVAFAIHKSDMDLRRTLFANIVLSGGSTLFKGFGDRLLSEVKKLAPKDIKIKISAPQERLYSTWIGGSILASLDTFKKMWVSKKEYEEDGSRAIHRKTF, which amino acid positions are active epitope sites? The epitope positions are: [85, 86, 87, 88, 89, 90, 91, 92, 93, 94, 95, 96, 97, 98, 99]. The amino acids at these positions are: MERIWQYVYSKDQLQ. (3) Given the antigen sequence: MTTPGKLNKARVPPYKTAGLGLVLVFALVVALVYLQFRGEFTPKTQLTMLSARAGLVMDPGSKVTYNGVEIGRVDTISEVTRDGESAAKFILDVDPRYIHLIPANVNADIKATTVFGGKYVSLTTPKNPTKRRITPKDVIDVRSVTTEINTLFQTLTSIAEKVDPVKLNLTLSAAAEALTGLGDKFGESIVNANTVLDDLNSRMPQSRHDIQQLAALGDVYADAAPDLFDFLDSSVTTARTINAQQAELDSALLAAAGFGNTTADVFDRGGPYLQRGVADLVPTATLLDTYSPELFCTIRNFYDADPLAKAASGGGNGYSLRTNSEILSGIGISLLSPLALATNGAAIGIGLVAGLIAPPLAVAANLAGALPGIVGGAPNPYTYPENLPRVNARGGPGGAPGCWQPITRDLWPAPYLVMDTGASLAPYNHMEVGSPYAVEYVWGRQVGDNTINP, which amino acid positions are active epitope sites? The epitope positions are: [123, 124, 125, 126, 127, 128, 129, 130, 131, 132, 133, 134, 135, 136, 137, 138, 139]. The amino acids at these positions are: TTPKNPTKRRITPKDVI. (4) Given the antigen sequence: MASSTPSSATSSNAGQDPNTTNLRPTTYDTWCGVAHGCTRKLGLKICGFLQRTNSLEEKSRLVSAFKERQSSKNLLSCENSDRDARFRRTETDFSNLFARDLLPAKNGEEQTVQFLLEVVDILLNYVRKTFDRSAKVLEFRHPHQLLEGMEGFNLELSDHPESLEQILVDCRDTLKYGVRTGHPRFFNQLSTGLDIIGLAGEWLTSTANTNMFTYEIAPVFVLMEQITLKKMREIVGWSSKDGDGIFSPGGAISNMYSIMAARYKYFPEVKTKGMAAVPKLVLFTSEQSHYSIKKAGAALGFGTDNVILIKCNERGKIIPADFEAKILEAKQKGYVPFYVNATAGTTVYGAFDPIQEIADICEKYNLWLHVDAAWGGGLLMSRKHRHKLNGIERANSVTWNPHKMMGVLLQCSAILVKEKGILQGCNQMCAGYLFQPDKQYDVSYDTGDKAIQCGRHVDIFKFWLMWKAKGTVGFENQINKCLELAEYLYAKIKNREEFE..., which amino acid positions are active epitope sites? The epitope positions are: [392, 393, 394, 395, 396, 397, 398, 399, 400, 401, 402, 403, 404, 405, 406]. The amino acids at these positions are: ERANSVTWNPHKMMG. (5) Given the antigen sequence: MVTCRLLYALLVLALCCCPSVCSEEGKQETTTTTTTTKPPTTTTTTTTKPPTTTTTTTTTTTTTTTTAPEAPSITTTEAPNTTTTRAPSSIRRIDGSLGSSAWACAPLLLAASALAYTTLG, which amino acid positions are active epitope sites? The epitope positions are: [22, 23, 24, 25, 26, 27, 28, 29]. The amino acids at these positions are: SEEGKQET. (6) Given the antigen sequence: AQHHLLQLTVWGIKQLQARVLAVERYLKDHQLLGIWGCSGKLICTTAVPWNASWSNKSLNKIWDNMTWMEWEREIDNYTGLIYTLLEESQNQQEKNEQELLELDKWAGLWNWFDISNWLGYI, which amino acid positions are active epitope sites? The epitope positions are: [99, 100, 101, 102, 103, 104, 105, 106]. The amino acids at these positions are: LLELDKWA. (7) Given the antigen sequence: MDVFMKGLSMAKEGVVAAAEKTKQGVTEAAEKTKEGVLYVGSKTSGVVQGVASVAEKTKEQASHLGGAVFSGAGNIAAATGLVKKEEFPTDLKPEEVAQEAAEEPLIEPLMEPEGESYEDSPQEEYQEYEPEA, which amino acid positions are active epitope sites? The epitope positions are: [95, 96, 97, 98, 99, 100, 101, 102, 103, 104, 105, 106, 107]. The amino acids at these positions are: EVAQEAAEEPLIE.